Dataset: Forward reaction prediction with 1.9M reactions from USPTO patents (1976-2016). Task: Predict the product of the given reaction. Given the reactants [N+:1]([C:4]1[C:9]([C:10](O)=[O:11])=[CH:8][CH:7]=[CH:6][C:5]=1[C:13](O)=[O:14])([O-:3])=[O:2].B.C1COCC1, predict the reaction product. The product is: [N+:1]([C:4]1[C:9]([CH2:10][OH:11])=[CH:8][CH:7]=[CH:6][C:5]=1[CH2:13][OH:14])([O-:3])=[O:2].